This data is from Peptide-MHC class I binding affinity with 185,985 pairs from IEDB/IMGT. The task is: Regression. Given a peptide amino acid sequence and an MHC pseudo amino acid sequence, predict their binding affinity value. This is MHC class I binding data. (1) The MHC is HLA-A02:01 with pseudo-sequence HLA-A02:01. The peptide sequence is KLTEEIIKL. The binding affinity (normalized) is 0.653. (2) The binding affinity (normalized) is 0.130. The peptide sequence is TPGPGTRYPL. The MHC is HLA-A68:02 with pseudo-sequence HLA-A68:02.